Dataset: NCI-60 drug combinations with 297,098 pairs across 59 cell lines. Task: Regression. Given two drug SMILES strings and cell line genomic features, predict the synergy score measuring deviation from expected non-interaction effect. (1) Drug 1: CN1CCC(CC1)COC2=C(C=C3C(=C2)N=CN=C3NC4=C(C=C(C=C4)Br)F)OC. Drug 2: COC1=C(C=C2C(=C1)N=CN=C2NC3=CC(=C(C=C3)F)Cl)OCCCN4CCOCC4. Cell line: MDA-MB-435. Synergy scores: CSS=33.6, Synergy_ZIP=9.33, Synergy_Bliss=14.6, Synergy_Loewe=12.8, Synergy_HSA=12.7. (2) Drug 1: C1C(C(OC1N2C=NC3=C(N=C(N=C32)Cl)N)CO)O. Drug 2: CCC1(CC2CC(C3=C(CCN(C2)C1)C4=CC=CC=C4N3)(C5=C(C=C6C(=C5)C78CCN9C7C(C=CC9)(C(C(C8N6C)(C(=O)OC)O)OC(=O)C)CC)OC)C(=O)OC)O.OS(=O)(=O)O. Cell line: SR. Synergy scores: CSS=89.3, Synergy_ZIP=1.05, Synergy_Bliss=0.866, Synergy_Loewe=1.05, Synergy_HSA=1.49. (3) Drug 1: CS(=O)(=O)C1=CC(=C(C=C1)C(=O)NC2=CC(=C(C=C2)Cl)C3=CC=CC=N3)Cl. Drug 2: C1=CC(=CC=C1CC(C(=O)O)N)N(CCCl)CCCl.Cl. Cell line: NCI-H460. Synergy scores: CSS=10.9, Synergy_ZIP=0.580, Synergy_Bliss=-0.867, Synergy_Loewe=-13.9, Synergy_HSA=-1.59. (4) Drug 1: C1=NC2=C(N1)C(=S)N=CN2. Drug 2: CC1C(C(CC(O1)OC2CC(CC3=C2C(=C4C(=C3O)C(=O)C5=CC=CC=C5C4=O)O)(C(=O)C)O)N)O. Cell line: SW-620. Synergy scores: CSS=40.1, Synergy_ZIP=-5.72, Synergy_Bliss=-4.92, Synergy_Loewe=-1.17, Synergy_HSA=-0.352. (5) Drug 1: C1CCC(C1)C(CC#N)N2C=C(C=N2)C3=C4C=CNC4=NC=N3. Drug 2: CC1=C(C(=O)C2=C(C1=O)N3CC4C(C3(C2COC(=O)N)OC)N4)N. Cell line: UO-31. Synergy scores: CSS=19.2, Synergy_ZIP=-5.26, Synergy_Bliss=0.825, Synergy_Loewe=2.83, Synergy_HSA=3.65. (6) Drug 1: CS(=O)(=O)C1=CC(=C(C=C1)C(=O)NC2=CC(=C(C=C2)Cl)C3=CC=CC=N3)Cl. Drug 2: CC(C)NC(=O)C1=CC=C(C=C1)CNNC.Cl. Cell line: HOP-92. Synergy scores: CSS=1.51, Synergy_ZIP=-2.02, Synergy_Bliss=-3.55, Synergy_Loewe=-4.34, Synergy_HSA=-3.64. (7) Synergy scores: CSS=82.7, Synergy_ZIP=0.285, Synergy_Bliss=0.296, Synergy_Loewe=-1.62, Synergy_HSA=1.33. Drug 1: C1CN1C2=NC(=NC(=N2)N3CC3)N4CC4. Cell line: MOLT-4. Drug 2: C1CN(CCN1C(=O)CCBr)C(=O)CCBr.